From a dataset of Forward reaction prediction with 1.9M reactions from USPTO patents (1976-2016). Predict the product of the given reaction. (1) Given the reactants [CH2:1]([NH:8][C:9]1[CH:14]=[CH:13][CH:12]=[CH:11][C:10]=1/[CH:15]=[CH:16]/[C:17]([O:19]C)=O)[C:2]1[CH:7]=[CH:6][CH:5]=[CH:4][CH:3]=1.[OH-:21].[Na+].[NH2:23]O, predict the reaction product. The product is: [CH2:1]([NH:8][C:9]1[CH:14]=[CH:13][CH:12]=[CH:11][C:10]=1/[CH:15]=[CH:16]/[C:17]([NH:23][OH:21])=[O:19])[C:2]1[CH:7]=[CH:6][CH:5]=[CH:4][CH:3]=1. (2) Given the reactants Br[Mg][CH:3]1[CH2:7][CH2:6][CH2:5][CH2:4]1.[C:8]([O:12][C:13]([N:15]1[CH2:20][CH2:19][C:18](=[C:21]([C:27]#[N:28])[C:22]([O:24][CH2:25][CH3:26])=[O:23])[CH2:17][CH2:16]1)=[O:14])([CH3:11])([CH3:10])[CH3:9], predict the reaction product. The product is: [C:8]([O:12][C:13]([N:15]1[CH2:20][CH2:19][C:18]([CH:21]([C:27]#[N:28])[C:22]([O:24][CH2:25][CH3:26])=[O:23])([CH:3]2[CH2:7][CH2:6][CH2:5][CH2:4]2)[CH2:17][CH2:16]1)=[O:14])([CH3:9])([CH3:10])[CH3:11].